This data is from Reaction yield outcomes from USPTO patents with 853,638 reactions. The task is: Predict the reaction yield, written as a fraction of the theoretical maximum amount of product (1.0 means a 100% yield; for example, 0.34 means a 34% yield). (1) The reactants are [S:1]1[CH:5]=[CH:4][N:3]=[C:2]1[C:6]1[N:7]([C:11]([O:13][C:14]([CH3:17])([CH3:16])[CH3:15])=[O:12])[CH:8]=[CH:9][CH:10]=1.[Br:18]N1C(=O)CCC1=O.C(=O)([O-])O.[Na+]. The catalyst is O1CCCC1. The product is [Br:18][C:8]1[N:7]([C:11]([O:13][C:14]([CH3:17])([CH3:16])[CH3:15])=[O:12])[C:6]([C:2]2[S:1][CH:5]=[CH:4][N:3]=2)=[CH:10][CH:9]=1. The yield is 0.860. (2) The reactants are [CH2:1]([O:8][C:9](=[O:35])[C@@H:10]([NH:20][C:21](=[O:34])[C@@H:22]([NH:26][C:27]([O:29]C(C)(C)C)=O)[CH2:23][O:24][CH3:25])[CH2:11][C:12]1[CH:17]=[CH:16][C:15]([O:18][CH3:19])=[CH:14][CH:13]=1)[C:2]1[CH:7]=[CH:6][CH:5]=[CH:4][CH:3]=1.FC(F)(F)C(O)=O.C(N(CC)C(C)C)(C)C.[CH2:52]1[C:60]2[C:55](=[CH:56][CH:57]=[CH:58][CH:59]=2)[CH2:54][CH:53]1C(O)=O.CN(C(ON1N=NC2C=CC=NC1=2)=[N+](C)C)C.F[P-](F)(F)(F)(F)F. The catalyst is ClCCl. The product is [CH2:1]([O:8][C:9](=[O:35])[C@@H:10]([NH:20][C:21](=[O:34])[C@@H:22]([NH:26][C:27]([CH:53]1[CH2:52][C:60]2[C:55](=[CH:56][CH:57]=[CH:58][CH:59]=2)[CH2:54]1)=[O:29])[CH2:23][O:24][CH3:25])[CH2:11][C:12]1[CH:17]=[CH:16][C:15]([O:18][CH3:19])=[CH:14][CH:13]=1)[C:2]1[CH:7]=[CH:6][CH:5]=[CH:4][CH:3]=1. The yield is 0.860.